Task: Predict the reaction yield, written as a fraction of the theoretical maximum amount of product (1.0 means a 100% yield; for example, 0.34 means a 34% yield).. Dataset: Reaction yield outcomes from USPTO patents with 853,638 reactions (1) The yield is 0.0625. The catalyst is C(#N)CC.CO. The reactants are O[CH2:2][C:3]1[CH:12]=[N:11][C:10]2[N:9]3[CH2:13][CH2:14][C@H:8]3[C:7](=[O:15])[NH:6][C:5]=2[CH:4]=1.[N:16]1([C:22]2[CH:29]=[CH:28][C:25]([C:26]#[N:27])=[CH:24][CH:23]=2)[CH2:21][CH2:20][NH:19][CH2:18][CH2:17]1.[I-].C(C[P+](C)(C)C)#N.C(N(CC)C(C)C)(C)C. The product is [O:15]=[C:7]1[NH:6][C:5]2[CH:4]=[C:3]([CH2:2][N:19]3[CH2:18][CH2:17][N:16]([C:22]4[CH:23]=[CH:24][C:25]([C:26]#[N:27])=[CH:28][CH:29]=4)[CH2:21][CH2:20]3)[CH:12]=[N:11][C:10]=2[N:9]2[CH2:13][CH2:14][C@@H:8]12. (2) The reactants are CN(CCN(C)C)C.[CH2:9]([O:11][C:12](=[O:21])[NH:13][C:14]1[CH:19]=[CH:18][CH:17]=[C:16]([F:20])[N:15]=1)[CH3:10].N#N.[Li]CCCC.[I:29]I. The catalyst is C1COCC1. The product is [CH2:9]([O:11][C:12](=[O:21])[NH:13][C:14]1[C:19]([I:29])=[CH:18][CH:17]=[C:16]([F:20])[N:15]=1)[CH3:10]. The yield is 0.700.